From a dataset of Full USPTO retrosynthesis dataset with 1.9M reactions from patents (1976-2016). Predict the reactants needed to synthesize the given product. Given the product [CH3:26][C:20]1[C:21]([CH3:25])=[CH:22][CH:23]=[CH:24][C:19]=1[CH:8]([NH2:7])[CH2:9][C:10]#[C:11][C:12]1[CH:13]=[C:14]([CH3:18])[CH:15]=[CH:16][CH:17]=1, predict the reactants needed to synthesize it. The reactants are: C(OC(=O)[NH:7][CH:8]([C:19]1[CH:24]=[CH:23][CH:22]=[C:21]([CH3:25])[C:20]=1[CH3:26])[CH2:9][C:10]#[C:11][C:12]1[CH:13]=[C:14]([CH3:18])[CH:15]=[CH:16][CH:17]=1)(C)(C)C.Cl.N.